Task: Predict which catalyst facilitates the given reaction.. Dataset: Catalyst prediction with 721,799 reactions and 888 catalyst types from USPTO (1) Reactant: [Cl:1][C:2]1[CH:3]=[CH:4][C:5]2[N:11]3[C:12]([C:15]([F:18])([F:17])[F:16])=[N:13][N:14]=[C:10]3[C@@H:9]([CH2:19][C:20]([O:22]CC)=[O:21])[S:8][C@H:7]([C:25]3[C:33]4[O:32][CH2:31][CH2:30][C:29]=4[CH:28]=[CH:27][CH:26]=3)[C:6]=2[CH:34]=1.Cl.C(O)(=O)CC(CC(O)=O)(C(O)=O)O. Product: [Cl:1][C:2]1[CH:3]=[CH:4][C:5]2[N:11]3[C:12]([C:15]([F:18])([F:17])[F:16])=[N:13][N:14]=[C:10]3[C@@H:9]([CH2:19][C:20]([OH:22])=[O:21])[S:8][C@H:7]([C:25]3[C:33]4[O:32][CH2:31][CH2:30][C:29]=4[CH:28]=[CH:27][CH:26]=3)[C:6]=2[CH:34]=1. The catalyst class is: 12. (2) Product: [Br:1][C:2]1[CH:3]=[CH:4][C:5]([CH:8]=[CH:11][C:12]([OH:14])=[O:13])=[N:6][CH:7]=1. Reactant: [Br:1][C:2]1[CH:3]=[CH:4][C:5]([CH:8]=O)=[N:6][CH:7]=1.C(O)(=O)[CH2:11][C:12]([OH:14])=[O:13].N1CCCCC1. The catalyst class is: 17. (3) Reactant: [NH2:1][C:2]1[C:10]2[C:9]3[CH2:11][CH2:12][CH2:13][C:8]=3[S:7][C:6]=2[N:5]=[C:4]([CH3:14])[C:3]=1[C:15]([CH:17]1[CH2:19][CH2:18]1)=[O:16].[H-].[Na+].Br[CH2:23][CH2:24][CH2:25][CH2:26][CH2:27]Br. Product: [CH:17]1([C:15]([C:3]2[C:4]([CH3:14])=[N:5][C:6]3[S:7][C:8]4[CH2:13][CH2:12][CH2:11][C:9]=4[C:10]=3[C:2]=2[N:1]2[CH2:27][CH2:26][CH2:25][CH2:24][CH2:23]2)=[O:16])[CH2:19][CH2:18]1. The catalyst class is: 3. (4) Reactant: [CH3:1][NH:2][S:3]([C:6]1[CH:7]=[N:8][CH:9]=[CH:10][CH:11]=1)(=[O:5])=[O:4].[H-].[Na+].Br[CH2:15][C:16]1[N:21]=[C:20]([N:22]2[CH2:27][CH2:26][O:25][CH2:24][CH2:23]2)[CH:19]=[C:18]([Cl:28])[N:17]=1. Product: [Cl:28][C:18]1[CH:19]=[C:20]([N:22]2[CH2:27][CH2:26][O:25][CH2:24][CH2:23]2)[N:21]=[C:16]([CH2:15][N:2]([CH3:1])[S:3]([C:6]2[CH:7]=[N:8][CH:9]=[CH:10][CH:11]=2)(=[O:4])=[O:5])[N:17]=1. The catalyst class is: 3. (5) Reactant: [Si]([O:8][CH2:9][C@H:10]1[NH:14][CH:13]([C:15]2[C:16]([O:23]C)=[N:17][C:18]([O:21]C)=[CH:19][CH:20]=2)[C@@H:12]2[O:25]C(C)(C)[O:27][C@H:11]12)(C(C)(C)C)(C)C.Cl. Product: [OH:25][C@@H:12]1[C@H:11]([OH:27])[C@@H:10]([CH2:9][OH:8])[NH:14][C@H:13]1[C:15]1[CH:20]=[CH:19][C:18](=[O:21])[NH:17][C:16]=1[OH:23]. The catalyst class is: 5. (6) Reactant: O[C@@H:2]1[C:7]([C:8]([O:10][CH2:11][CH3:12])=[O:9])=[CH:6][CH2:5][O:4][CH2:3]1.C(N(CC)C(C)C)(C)C.CS(Cl)(=O)=O.[C:27]([OH:30])(=[S:29])[CH3:28].Cl. Product: [C:27]([S:29][C@H:2]1[C:7]([C:8]([O:10][CH2:11][CH3:12])=[O:9])=[CH:6][CH2:5][O:4][CH2:3]1)(=[O:30])[CH3:28]. The catalyst class is: 7.